Dataset: Forward reaction prediction with 1.9M reactions from USPTO patents (1976-2016). Task: Predict the product of the given reaction. (1) Given the reactants Cl.[CH:2]([N:5]1[CH:13]=[C:12]2[C:7]([CH:8]=[CH:9][C:10]([C:14]3[O:18][N:17]=[C:16]([C:19]4[C:20]([CH3:29])=[C:21]5[C:26](=[CH:27][CH:28]=4)[CH2:25][NH:24][CH2:23][CH2:22]5)[N:15]=3)=[CH:11]2)=[N:6]1)([CH3:4])[CH3:3].[C:30]([O:34][C:35]([CH3:38])([CH3:37])[CH3:36])(=[O:33])[CH:31]=[CH2:32], predict the reaction product. The product is: [C:35]([O:34][C:30](=[O:33])[CH2:31][CH2:32][N:24]1[CH2:23][CH2:22][C:21]2[C:26](=[CH:27][CH:28]=[C:19]([C:16]3[N:15]=[C:14]([C:10]4[CH:9]=[CH:8][C:7]5[C:12](=[CH:13][N:5]([CH:2]([CH3:4])[CH3:3])[N:6]=5)[CH:11]=4)[O:18][N:17]=3)[C:20]=2[CH3:29])[CH2:25]1)([CH3:38])([CH3:37])[CH3:36]. (2) Given the reactants [NH2:1][C:2]1[CH:3]=[C:4]([CH2:8][C:9]([NH:11][C:12]2[CH:13]=[C:14]([NH:18][C:19](=[O:25])[O:20][C:21]([CH3:24])([CH3:23])[CH3:22])[CH:15]=[CH:16][CH:17]=2)=[O:10])[CH:5]=[CH:6][CH:7]=1.[Cl:26][C:27]1[N:32]=[C:31](Cl)[C:30]([Cl:34])=[CH:29][N:28]=1.C(=O)([O-])[O-].[K+].[K+], predict the reaction product. The product is: [Cl:26][C:27]1[N:32]=[C:31]([NH:1][C:2]2[CH:3]=[C:4]([CH2:8][C:9]([NH:11][C:12]3[CH:13]=[C:14]([NH:18][C:19](=[O:25])[O:20][C:21]([CH3:22])([CH3:24])[CH3:23])[CH:15]=[CH:16][CH:17]=3)=[O:10])[CH:5]=[CH:6][CH:7]=2)[C:30]([Cl:34])=[CH:29][N:28]=1. (3) Given the reactants [O:1]1[CH2:6][CH2:5][C:4](=[C:7]([CH3:10])[CH2:8][OH:9])[CH2:3][CH2:2]1, predict the reaction product. The product is: [O:1]1[CH2:6][CH2:5][C:4](=[C:7]([CH3:10])[CH:8]=[O:9])[CH2:3][CH2:2]1. (4) Given the reactants [F:1][C:2]1[CH:3]=[C:4]([C:8]2[N:13]=[C:12](SC)[N:11]=[C:10]([N:16]3[CH2:21][CH2:20][O:19][CH2:18][C@@H:17]3[CH3:22])[CH:9]=2)[CH:5]=[N:6][CH:7]=1.ClC1N=C(N2CCOC[C@@H]2C)C=C(C2C=NC=C(F)C=2)N=1.[F:44][C:45]1[CH:46]=[C:47]([NH:60][C:61]([NH:63][CH2:64][CH2:65][F:66])=[O:62])[CH:48]=[CH:49][C:50]=1B1OC(C)(C)C(C)(C)O1, predict the reaction product. The product is: [F:44][C:45]1[CH:46]=[C:47]([NH:60][C:61]([NH:63][CH2:64][CH2:65][F:66])=[O:62])[CH:48]=[CH:49][C:50]=1[C:12]1[N:13]=[C:8]([C:4]2[CH:5]=[N:6][CH:7]=[C:2]([F:1])[CH:3]=2)[CH:9]=[C:10]([N:16]2[CH2:21][CH2:20][O:19][CH2:18][C@@H:17]2[CH3:22])[N:11]=1. (5) The product is: [CH2:11]([C:10]1[S:15][CH:2]=[C:3]([C:4]([O:6][CH2:7][CH3:8])=[O:5])[N:14]=1)[CH2:12][CH3:13]. Given the reactants Br[CH2:2][C:3](=O)[C:4]([O:6][CH2:7][CH3:8])=[O:5].[C:10](=[S:15])([NH2:14])[CH2:11][CH2:12][CH3:13], predict the reaction product. (6) Given the reactants C([O:5][CH:6]([C:11]1[N:16]([CH3:17])[C:15](=[O:18])[C:14]2[N:19]([CH2:22][C:23]([O:25]C(C)(C)C)=O)[CH:20]=[CH:21][C:13]=2[C:12]=1[C:30]1[CH:35]=[CH:34][C:33]([CH3:36])=[CH:32][CH:31]=1)[C:7]([O:9][CH3:10])=[O:8])(C)(C)C.C(O)(C(F)(F)F)=O.C(OC(C)(C)C)(C)(C)C.[F:53][C:54]1[CH:60]=[CH:59][C:57]([NH2:58])=[CH:56][CH:55]=1.CCN(C(C)C)C(C)C.CN(C(ON1N=NC2C=CC=NC1=2)=[N+](C)C)C.F[P-](F)(F)(F)(F)F, predict the reaction product. The product is: [F:53][C:54]1[CH:60]=[CH:59][C:57]([NH:58][C:23](=[O:25])[CH2:22][N:19]2[C:14]3[C:15](=[O:18])[N:16]([CH3:17])[C:11]([CH:6]([OH:5])[C:7]([O:9][CH3:10])=[O:8])=[C:12]([C:30]4[CH:31]=[CH:32][C:33]([CH3:36])=[CH:34][CH:35]=4)[C:13]=3[CH:21]=[CH:20]2)=[CH:56][CH:55]=1. (7) Given the reactants Cl[C:2]1[N:7]=[C:6]([N:8]2[CH2:13][CH2:12][O:11][CH2:10][C@H:9]2[CH3:14])[CH:5]=[C:4]([C:15]2([S:18]([CH2:21][CH3:22])(=[O:20])=[O:19])[CH2:17][CH2:16]2)[N:3]=1.C(=O)([O-])[O-].[Na+].[Na+].[NH:29]1[C:37]2[C:32](=[C:33](B(O)O)[CH:34]=[CH:35][CH:36]=2)[CH:31]=[CH:30]1, predict the reaction product. The product is: [CH2:21]([S:18]([C:15]1([C:4]2[CH:5]=[C:6]([N:8]3[CH2:13][CH2:12][O:11][CH2:10][C@H:9]3[CH3:14])[N:7]=[C:2]([C:33]3[CH:34]=[CH:35][CH:36]=[C:37]4[C:32]=3[CH:31]=[CH:30][NH:29]4)[N:3]=2)[CH2:17][CH2:16]1)(=[O:20])=[O:19])[CH3:22]. (8) The product is: [C:1]1([C:21]2[CH:22]=[CH:23][CH:24]=[CH:25][CH:26]=2)[CH:2]=[CH:3][C:4]([C:7]([O:9][C@@H:10]2[CH2:18][C@@H:13]3[O:14][C:15](=[O:17])[CH2:16][C@@H:12]3[C@H:11]2/[CH:19]=[CH:35]/[C:34]([C:33]2[S:29][C:30]3[CH:48]=[CH:47][CH:46]=[CH:45][C:31]=3[CH:32]=2)=[O:44])=[O:8])=[CH:5][CH:6]=1. Given the reactants [C:1]1([C:21]2[CH:26]=[CH:25][CH:24]=[CH:23][CH:22]=2)[CH:6]=[CH:5][C:4]([C:7]([O:9][C@@H:10]2[CH2:18][C@@H:13]3[O:14][C:15](=[O:17])[CH2:16][C@@H:12]3[C@H:11]2[CH:19]=O)=[O:8])=[CH:3][CH:2]=1.[Cl-].[Li+].[S:29]1[CH:33]([C:34](=[O:44])[CH2:35]P(=O)(OCC)OCC)[CH:32]=[C:31]2[CH:45]=[CH:46][CH:47]=[CH:48][CH:30]12, predict the reaction product.